This data is from Reaction yield outcomes from USPTO patents with 853,638 reactions. The task is: Predict the reaction yield, written as a fraction of the theoretical maximum amount of product (1.0 means a 100% yield; for example, 0.34 means a 34% yield). (1) The catalyst is CN(C=O)C. The reactants are Br[CH2:2][C:3]([NH:5][C:6]1[CH:11]=[CH:10][C:9]([Br:12])=[CH:8][CH:7]=1)=[O:4].[N:13]1[C:17]2[CH:18]=[CH:19][CH:20]=[CH:21][C:16]=2[NH:15][CH:14]=1.C([O-])([O-])=O.[K+].[K+]. The product is [N:13]1([CH2:2][C:3]([NH:5][C:6]2[CH:11]=[CH:10][C:9]([Br:12])=[CH:8][CH:7]=2)=[O:4])[C:17]2[CH:18]=[CH:19][CH:20]=[CH:21][C:16]=2[N:15]=[CH:14]1. The yield is 0.630. (2) The reactants are [CH3:1][CH:2]([C:4]1[N:9]=[C:8]([N:10]([S:12]([CH3:15])(=[O:14])=[O:13])[CH3:11])[N:7]=[C:6]([C:16]2[CH:17]=[CH:18][C:19]([F:22])=[CH:20][CH:21]=2)[C:5]=1/[CH:23]=[CH:24]/[C@@H:25]([OH:33])[CH2:26][C@@H:27]([OH:32])[CH2:28][C:29]([OH:31])=[O:30])[CH3:3].C([NH-])CCC.O.C(N)(C)(C)C. The catalyst is CC(O)C. The product is [CH3:3][CH:2]([C:4]1[N:9]=[C:8]([N:10]([S:12]([CH3:15])(=[O:13])=[O:14])[CH3:11])[N:7]=[C:6]([C:16]2[CH:21]=[CH:20][C:19]([F:22])=[CH:18][CH:17]=2)[C:5]=1/[CH:23]=[CH:24]/[C@@H:25]([OH:33])[CH2:26][C@@H:27]([OH:32])[CH2:28][C:29]([OH:31])=[O:30])[CH3:1]. The yield is 0.990.